This data is from Full USPTO retrosynthesis dataset with 1.9M reactions from patents (1976-2016). The task is: Predict the reactants needed to synthesize the given product. (1) Given the product [CH3:24][N:21]1[CH2:22][CH2:23][CH:18]([O:17][C:13]2[CH:12]=[C:11]([CH:16]=[CH:15][CH:14]=2)[CH2:10][NH:9][C:7]([C:6]2[CH:25]=[CH:26][C:3]([C:33]3[CH:32]=[CH:31][C:30]([O:29][C:28]([F:27])([F:39])[F:40])=[CH:35][CH:34]=3)=[CH:4][CH:5]=2)=[O:8])[CH2:19][CH2:20]1, predict the reactants needed to synthesize it. The reactants are: Cl.Br[C:3]1[CH:26]=[CH:25][C:6]([C:7]([NH:9][CH2:10][C:11]2[CH:16]=[CH:15][CH:14]=[C:13]([O:17][CH:18]3[CH2:23][CH2:22][N:21]([CH3:24])[CH2:20][CH2:19]3)[CH:12]=2)=[O:8])=[CH:5][CH:4]=1.[F:27][C:28]([F:40])([F:39])[O:29][C:30]1[CH:35]=[CH:34][C:33](B(O)O)=[CH:32][CH:31]=1.C(=O)([O-])[O-].[K+].[K+].COCCOC. (2) Given the product [Cl:16][C:14]1[CH:13]=[CH:12][C:10]2[NH:11][C:7]([C@@H:6]([NH:17][C:18](=[O:33])[C:19]3[CH:24]=[CH:23][C:22]([C:25]([N:27]4[CH2:28][CH2:29][CH2:30][CH2:31]4)=[O:26])=[C:21]([CH3:32])[CH:20]=3)[CH2:5][CH2:4][CH2:3][CH2:2][NH:1][C:49]([C:46]3[CH:47]=[CH:48][N:43]=[CH:44][CH:45]=3)=[O:50])=[N:8][C:9]=2[CH:15]=1, predict the reactants needed to synthesize it. The reactants are: [NH2:1][CH2:2][CH2:3][CH2:4][CH2:5][C@H:6]([NH:17][C:18](=[O:33])[C:19]1[CH:24]=[CH:23][C:22]([C:25]([N:27]2[CH2:31][CH2:30][CH2:29][CH2:28]2)=[O:26])=[C:21]([CH3:32])[CH:20]=1)[C:7]1[NH:11][C:10]2[CH:12]=[CH:13][C:14]([Cl:16])=[CH:15][C:9]=2[N:8]=1.C(N(C(C)C)CC)(C)C.[N:43]1[CH:48]=[CH:47][C:46]([C:49](O)=[O:50])=[CH:45][CH:44]=1. (3) Given the product [Br-:20].[CH3:33][O:32][C:24]1[CH:23]=[C:22]([CH:27]=[C:26]([O:28][CH3:29])[C:25]=1[O:30][CH3:31])[CH2:21][P+:7]([C:1]1[CH:2]=[CH:3][CH:4]=[CH:5][CH:6]=1)([C:8]1[CH:13]=[CH:12][CH:11]=[CH:10][CH:9]=1)[C:14]1[CH:15]=[CH:16][CH:17]=[CH:18][CH:19]=1, predict the reactants needed to synthesize it. The reactants are: [C:1]1([P:7]([C:14]2[CH:19]=[CH:18][CH:17]=[CH:16][CH:15]=2)[C:8]2[CH:13]=[CH:12][CH:11]=[CH:10][CH:9]=2)[CH:6]=[CH:5][CH:4]=[CH:3][CH:2]=1.[Br:20][CH2:21][C:22]1[CH:23]=[C:24]([O:32][CH3:33])[C:25]([O:30][CH3:31])=[C:26]([O:28][CH3:29])[CH:27]=1. (4) Given the product [CH3:1][C:2]1[CH:9]=[CH:8][CH:7]=[CH:6][C:3]=1[CH:4]1[C:18]([C:19]([O:21][CH2:22][CH3:23])=[O:20])=[C:17]([CH2:24][CH2:25][CH3:26])[NH:10][C:11]2=[N:12][NH:13][CH:14]=[C:15]12, predict the reactants needed to synthesize it. The reactants are: [CH3:1][C:2]1[CH:9]=[CH:8][CH:7]=[CH:6][C:3]=1[CH:4]=O.[NH2:10][C:11]1[CH:15]=[CH:14][NH:13][N:12]=1.O=[C:17]([CH2:24][CH2:25][CH3:26])[CH2:18][C:19]([O:21][CH2:22][CH3:23])=[O:20]. (5) Given the product [CH3:21][C:12]1[CH:13]=[C:14]([CH:15]=[CH:16][CH:17]=1)[C:18]([NH:6][C:5]1[CH:7]=[CH:8][CH:9]=[C:3]([C:2]([F:10])([F:11])[F:1])[CH:4]=1)=[O:19], predict the reactants needed to synthesize it. The reactants are: [F:1][C:2]([F:11])([F:10])[C:3]1[CH:4]=[C:5]([CH:7]=[CH:8][CH:9]=1)[NH2:6].[C:12]1([CH3:21])[CH:17]=[CH:16][CH:15]=[C:14]([C:18](O)=[O:19])[CH:13]=1.C1C=CC2N(O)N=NC=2C=1.CCN=C=NCCCN(C)C.Cl.CCN(C(C)C)C(C)C.